Task: Predict the reaction yield, written as a fraction of the theoretical maximum amount of product (1.0 means a 100% yield; for example, 0.34 means a 34% yield).. Dataset: Reaction yield outcomes from USPTO patents with 853,638 reactions (1) The reactants are [C:1]([O:5][C:6]([N:8]1[CH2:13][CH2:12][C:11](=[O:14])[CH2:10][CH2:9]1)=[O:7])([CH3:4])([CH3:3])[CH3:2].[CH3:15][Si:16](Cl)([CH3:18])[CH3:17].CCN(CC)CC.CCCCCC. The catalyst is CN(C=O)C. The product is [C:1]([O:5][C:6]([N:8]1[CH2:9][CH:10]=[C:11]([O:14][Si:16]([CH3:18])([CH3:17])[CH3:15])[CH2:12][CH2:13]1)=[O:7])([CH3:4])([CH3:2])[CH3:3]. The yield is 0.990. (2) The reactants are I[C:2]1[CH:7]=[CH:6][N:5]=[C:4]([O:8]C)[C:3]=1[C:10]1[N:11]([OH:21])[C:12]([C:15]2[CH:20]=[CH:19][CH:18]=[CH:17][CH:16]=2)=[CH:13][N:14]=1.C(N(CC)CC)C.Cl.[NH2:30][CH2:31][C@H:32]([C:34]1[CH:39]=[CH:38][CH:37]=[C:36]([Cl:40])[CH:35]=1)[OH:33]. The catalyst is CN(C)C=O. The product is [Cl:40][C:36]1[CH:35]=[C:34]([CH:32]([OH:33])[CH2:31][NH:30][C:2]2[CH:7]=[CH:6][NH:5][C:4](=[O:8])[C:3]=2[C:10]2[N:11]([OH:21])[C:12]([C:15]3[CH:20]=[CH:19][CH:18]=[CH:17][CH:16]=3)=[CH:13][N:14]=2)[CH:39]=[CH:38][CH:37]=1. The yield is 0.270. (3) The reactants are [C:1]([O:5][C:6]([NH:8][C:9]1[S:10][C:11]([C:15]([OH:17])=O)=[C:12]([CH3:14])[N:13]=1)=[O:7])([CH3:4])([CH3:3])[CH3:2].C(NC(C)C)(C)C.Cl.C(N=C=NCCCN(C)C)C.ON1C2C=CC=CC=2N=N1.[CH2:47]([NH2:54])[C:48]1[CH:53]=[CH:52][CH:51]=[CH:50][CH:49]=1. The catalyst is ClCCl.C(OCC)(=O)C. The product is [CH2:47]([NH:54][C:15]([C:11]1[S:10][C:9]([NH:8][C:6]([O:5][C:1]([CH3:2])([CH3:3])[CH3:4])=[O:7])=[N:13][C:12]=1[CH3:14])=[O:17])[C:48]1[CH:53]=[CH:52][CH:51]=[CH:50][CH:49]=1. The yield is 0.500. (4) The reactants are [CH2:1]([NH:4][S:5]([C:8]1[CH:9]=[C:10]([CH:14]=[CH:15][CH:16]=1)[C:11](O)=[O:12])(=[O:7])=[O:6])[CH:2]=[CH2:3].S(Cl)(Cl)=O.[N-:21]=[C:22]=[S:23].[K+]. The catalyst is ClCCCl. The product is [CH2:1]([NH:4][S:5]([C:8]1[CH:9]=[C:10]([CH:14]=[CH:15][CH:16]=1)[C:11]([N:21]=[C:22]=[S:23])=[O:12])(=[O:7])=[O:6])[CH:2]=[CH2:3]. The yield is 0.303. (5) The reactants are [F:1][C:2]([F:17])([F:16])[C:3]1[C:4]([C:9]2[CH:14]=[CH:13][C:12](=[O:15])[NH:11][CH:10]=2)=[N:5][CH:6]=[CH:7][CH:8]=1.[N+:18]([O-])([OH:20])=[O:19]. The catalyst is S(=O)(=O)(O)O. The product is [N+:18]([C:13]1[C:12](=[O:15])[NH:11][CH:10]=[C:9]([C:4]2[C:3]([C:2]([F:16])([F:1])[F:17])=[CH:8][CH:7]=[CH:6][N:5]=2)[CH:14]=1)([O-:20])=[O:19]. The yield is 0.920. (6) The reactants are [Br:1][C:2]1[C:3]([CH3:9])=[N:4][C:5](Cl)=[CH:6][CH:7]=1.[CH3:10][C@@H:11]1[CH2:16][NH:15][CH2:14][CH2:13][NH:12]1.CCN(CC)CC. The catalyst is CN(C=O)C. The product is [Br:1][C:2]1[CH:7]=[CH:6][C:5]([N:15]2[CH2:14][CH2:13][NH:12][C@H:11]([CH3:10])[CH2:16]2)=[N:4][C:3]=1[CH3:9]. The yield is 0.356. (7) The reactants are [C:1]([O:5][C:6]([N:8]1[CH:20]([C:21](O)=[O:22])[CH2:19][C:18]2[C:17]3[C:12](=[CH:13][CH:14]=[CH:15][CH:16]=3)[NH:11][C:10]=2[CH2:9]1)=[O:7])([CH3:4])([CH3:3])[CH3:2].CC[N:26]=C=NCCCN(C)C.Cl.C1C=CC2N(O)N=NC=2C=1.CCN(C(C)C)C(C)C.[NH4+].[Cl-]. The catalyst is C(Cl)Cl.O. The product is [C:21]([CH:20]1[N:8]([C:6]([O:5][C:1]([CH3:2])([CH3:3])[CH3:4])=[O:7])[CH2:9][C:10]2[NH:11][C:12]3[C:17]([C:18]=2[CH2:19]1)=[CH:16][CH:15]=[CH:14][CH:13]=3)(=[O:22])[NH2:26]. The yield is 0.670. (8) The reactants are [C:1]([C:4]1[N:5]=[C:6]([N:9]2[CH2:12][CH:11](OS(C)(=O)=O)[CH2:10]2)[S:7][CH:8]=1)(=[O:3])[NH2:2].[C:18]([O-:21])(=[S:20])[CH3:19].[K+]. The catalyst is CN(C)C=O. The product is [C:18]([S:20][CH:11]1[CH2:10][N:9]([C:6]2[S:7][CH:8]=[C:4]([C:1](=[O:3])[NH2:2])[N:5]=2)[CH2:12]1)(=[O:21])[CH3:19]. The yield is 0.700.